Task: Predict the product of the given reaction.. Dataset: Forward reaction prediction with 1.9M reactions from USPTO patents (1976-2016) Given the reactants Br[C:2]1[CH:3]=[CH:4][C:5]2[C:14]3[CH2:13][CH2:12][N:11]([C:15]([O:17][C:18]([CH3:21])([CH3:20])[CH3:19])=[O:16])[CH2:10][CH2:9][C:8]=3[N:7]([CH3:22])[C:6]=2[N:23]=1.[F:24][C:25]1[CH:26]=[CH:27][C:28]([CH2:31][O:32][C:33]2[CH:38]=[CH:37][NH:36][C:35](=[O:39])[CH:34]=2)=[N:29][CH:30]=1.C([O-])([O-])=O.[Cs+].[Cs+].OC1C=CC=C2C=1N=CC=C2, predict the reaction product. The product is: [F:24][C:25]1[CH:26]=[CH:27][C:28]([CH2:31][O:32][C:33]2[CH:38]=[CH:37][N:36]([C:2]3[CH:3]=[CH:4][C:5]4[C:14]5[CH2:13][CH2:12][N:11]([C:15]([O:17][C:18]([CH3:21])([CH3:20])[CH3:19])=[O:16])[CH2:10][CH2:9][C:8]=5[N:7]([CH3:22])[C:6]=4[N:23]=3)[C:35](=[O:39])[CH:34]=2)=[N:29][CH:30]=1.